From a dataset of Catalyst prediction with 721,799 reactions and 888 catalyst types from USPTO. Predict which catalyst facilitates the given reaction. (1) Reactant: Cl[C:2]1[C:3]([C:16]2[CH:21]=[CH:20][C:19]([F:22])=[CH:18][CH:17]=2)=[N:4][C:5]2[C:10]([N:11]=1)=[CH:9][C:8]([C:12]([O:14]C)=[O:13])=[CH:7][CH:6]=2.[CH3:23][CH:24]1[CH2:29][CH2:28][CH2:27][NH:26][CH2:25]1. Product: [F:22][C:19]1[CH:20]=[CH:21][C:16]([C:3]2[C:2]([N:26]3[CH2:27][CH2:28][CH2:29][CH:24]([CH3:23])[CH2:25]3)=[N:11][C:10]3[C:5](=[CH:6][CH:7]=[C:8]([C:12]([OH:14])=[O:13])[CH:9]=3)[N:4]=2)=[CH:17][CH:18]=1. The catalyst class is: 16. (2) Reactant: [O:1]([C:8]1[CH:9]=[C:10]([C@@H:14]2[CH2:18][CH2:17][CH2:16][NH:15]2)[CH:11]=[CH:12][CH:13]=1)[C:2]1[CH:7]=[CH:6][CH:5]=[CH:4][CH:3]=1.[CH3:19][C:20]([O:23][C:24]([NH:26][C@H:27]([C:34](O)=[O:35])[CH:28]1[CH2:33][CH2:32][CH2:31][CH2:30][CH2:29]1)=[O:25])([CH3:22])[CH3:21].C1C=CC2N(O)N=NC=2C=1.CN(C(ON1N=NC2C=CC=CC1=2)=[N+](C)C)C.F[P-](F)(F)(F)(F)F.CCN(C(C)C)C(C)C. Product: [C:20]([O:23][C:24](=[O:25])[NH:26][C@@H:27]([CH:28]1[CH2:29][CH2:30][CH2:31][CH2:32][CH2:33]1)[C:34](=[O:35])[N:15]1[CH2:16][CH2:17][CH2:18][C@H:14]1[C:10]1[CH:11]=[CH:12][CH:13]=[C:8]([O:1][C:2]2[CH:3]=[CH:4][CH:5]=[CH:6][CH:7]=2)[CH:9]=1)([CH3:22])([CH3:19])[CH3:21]. The catalyst class is: 163.